Task: Predict which catalyst facilitates the given reaction.. Dataset: Catalyst prediction with 721,799 reactions and 888 catalyst types from USPTO (1) Reactant: [N+:1]([C:4]1[CH:10]=[CH:9][CH:8]=[CH:7][C:5]=1[NH2:6])([O-:3])=[O:2].O.O.O.C([O-])(=O)C.[Na+].[Br:19]Br.O. Product: [Br:19][C:9]1[CH:8]=[CH:7][C:5]([NH2:6])=[C:4]([N+:1]([O-:3])=[O:2])[CH:10]=1. The catalyst class is: 15. (2) Reactant: [F:1][C:2]1[CH:3]=[C:4]2[C:9](=[CH:10][CH:11]=1)[N:8]=[C:7]([C:12]1[CH:17]=[CH:16][C:15]([C:18]3[C:19]([C:24]4[CH:29]=[CH:28][CH:27]=[CH:26][CH:25]=4)=[CH:20][CH:21]=[CH:22][CH:23]=3)=[CH:14][CH:13]=1)[C:6]([CH3:30])=[C:5]2[CH2:31]O.S(Cl)(Cl)=O.[BH4-].[Na+].Cl. Product: [CH3:30][C:6]1[C:7]([C:12]2[CH:17]=[CH:16][C:15]([C:18]3[C:19]([C:24]4[CH:29]=[CH:28][CH:27]=[CH:26][CH:25]=4)=[CH:20][CH:21]=[CH:22][CH:23]=3)=[CH:14][CH:13]=2)=[N:8][C:9]2[C:4]([C:5]=1[CH3:31])=[CH:3][C:2]([F:1])=[CH:11][CH:10]=2. The catalyst class is: 136. (3) Reactant: Br[C:2]1[CH:10]=[C:9]2[C:5]([C:6]([C:15]#[N:16])=[CH:7][N:8]2[CH:11]2[CH2:14][CH2:13][CH2:12]2)=[CH:4][C:3]=1[F:17].B1(B2OC(C)(C)C(C)(C)O2)OC(C)(C)C(C)(C)[O:19]1.C([O-])(=O)C.[K+].OOS([O-])=O.[K+]. Product: [CH:11]1([N:8]2[C:9]3[C:5](=[CH:4][C:3]([F:17])=[C:2]([OH:19])[CH:10]=3)[C:6]([C:15]#[N:16])=[CH:7]2)[CH2:14][CH2:13][CH2:12]1. The catalyst class is: 708. (4) Reactant: [Br:1][C:2]1[C:7]([NH:8][CH2:9][C:10]2[CH:15]=[CH:14][C:13]([O:16][CH3:17])=[CH:12][CH:11]=2)=[CH:6][C:5]([Cl:18])=[CH:4][N:3]=1.[C:19](O[C:19]([O:21][C:22]([CH3:25])([CH3:24])[CH3:23])=[O:20])([O:21][C:22]([CH3:25])([CH3:24])[CH3:23])=[O:20]. Product: [C:22]([O:21][C:19](=[O:20])[N:8]([C:7]1[C:2]([Br:1])=[N:3][CH:4]=[C:5]([Cl:18])[CH:6]=1)[CH2:9][C:10]1[CH:15]=[CH:14][C:13]([O:16][CH3:17])=[CH:12][CH:11]=1)([CH3:25])([CH3:24])[CH3:23]. The catalyst class is: 79. (5) Reactant: [OH:1][C:2]1[CH:7]=[CH:6][C:5]([C:8]([F:11])([F:10])[F:9])=[CH:4][N:3]=1.[I-].C[N+]1C=CN([C:19](=[O:28])[N:20]([CH3:27])[C:21]2[CH:26]=[CH:25][CH:24]=[CH:23][CH:22]=2)C=1.C(N(CC)CC)C. Product: [F:10][C:8]([F:9])([F:11])[C:5]1[CH:6]=[CH:7][C:2]([O:1][C:19](=[O:28])[N:20]([CH3:27])[C:21]2[CH:26]=[CH:25][CH:24]=[CH:23][CH:22]=2)=[N:3][CH:4]=1. The catalyst class is: 10. (6) Reactant: C(NC(C)C)(C)C.C([Li])CCC.[CH3:13][C:14]1[C:22]2[C:17](=[CH:18][N:19]=[CH:20][CH:21]=2)[S:16][CH:15]=1.CON(C)[C:26](=[O:28])[CH3:27]. The catalyst class is: 1. Product: [CH3:13][C:14]1[C:22]2[C:17](=[CH:18][N:19]=[CH:20][CH:21]=2)[S:16][C:15]=1[C:26](=[O:28])[CH3:27]. (7) Reactant: [NH2:1][C:2]1[C:7]([C:8]([F:11])([F:10])[F:9])=[CH:6][CH:5]=[CH:4][C:3]=1[C:12]([C:14]1[CH:19]=[CH:18][CH:17]=[C:16]([Br:20])[CH:15]=1)=O.[CH2:21](OC(OCC)OCC)C.OS(O)(=O)=O.C([O-])(=O)C.[NH4+:40]. Product: [Br:20][C:16]1[CH:15]=[C:14]([C:12]2[C:3]3[C:2](=[C:7]([C:8]([F:11])([F:10])[F:9])[CH:6]=[CH:5][CH:4]=3)[N:1]=[CH:21][N:40]=2)[CH:19]=[CH:18][CH:17]=1. The catalyst class is: 8.